Task: Regression. Given two drug SMILES strings and cell line genomic features, predict the synergy score measuring deviation from expected non-interaction effect.. Dataset: Merck oncology drug combination screen with 23,052 pairs across 39 cell lines (1) Drug 1: CC1CC2C3CCC4=CC(=O)C=CC4(C)C3(F)C(O)CC2(C)C1(O)C(=O)CO. Drug 2: COC1CC2CCC(C)C(O)(O2)C(=O)C(=O)N2CCCCC2C(=O)OC(C(C)CC2CCC(OP(C)(C)=O)C(OC)C2)CC(=O)C(C)C=C(C)C(O)C(OC)C(=O)C(C)CC(C)C=CC=CC=C1C. Cell line: LNCAP. Synergy scores: synergy=-31.7. (2) Drug 1: CN1C(=O)C=CC2(C)C3CCC4(C)C(NC(=O)OCC(F)(F)F)CCC4C3CCC12. Drug 2: CC1CC2C3CCC4=CC(=O)C=CC4(C)C3(F)C(O)CC2(C)C1(O)C(=O)CO. Cell line: OV90. Synergy scores: synergy=-7.03. (3) Drug 1: O=S1(=O)NC2(CN1CC(F)(F)F)C1CCC2Cc2cc(C=CCN3CCC(C(F)(F)F)CC3)ccc2C1. Drug 2: N.N.O=C(O)C1(C(=O)O)CCC1.[Pt]. Cell line: SKMEL30. Synergy scores: synergy=4.23. (4) Drug 1: CN1C(=O)C=CC2(C)C3CCC4(C)C(NC(=O)OCC(F)(F)F)CCC4C3CCC12. Drug 2: CCC1(O)C(=O)OCc2c1cc1n(c2=O)Cc2cc3c(CN(C)C)c(O)ccc3nc2-1. Cell line: RPMI7951. Synergy scores: synergy=4.88. (5) Drug 1: CC1(c2nc3c(C(N)=O)cccc3[nH]2)CCCN1. Drug 2: NC1CCCCC1N.O=C(O)C(=O)O.[Pt+2]. Cell line: HCT116. Synergy scores: synergy=9.34. (6) Drug 1: CN(Cc1cnc2nc(N)nc(N)c2n1)c1ccc(C(=O)NC(CCC(=O)O)C(=O)O)cc1. Drug 2: C#Cc1cccc(Nc2ncnc3cc(OCCOC)c(OCCOC)cc23)c1. Cell line: RPMI7951. Synergy scores: synergy=-1.03. (7) Drug 1: CC(C)CC(NC(=O)C(Cc1ccccc1)NC(=O)c1cnccn1)B(O)O. Drug 2: NC1CCCCC1N.O=C(O)C(=O)O.[Pt+2]. Cell line: OCUBM. Synergy scores: synergy=0.803. (8) Cell line: SKOV3. Drug 1: COC12C(COC(N)=O)C3=C(C(=O)C(C)=C(N)C3=O)N1CC1NC12. Drug 2: CC1(c2nc3c(C(N)=O)cccc3[nH]2)CCCN1. Synergy scores: synergy=1.14.